Dataset: Peptide-MHC class II binding affinity with 134,281 pairs from IEDB. Task: Regression. Given a peptide amino acid sequence and an MHC pseudo amino acid sequence, predict their binding affinity value. This is MHC class II binding data. The peptide sequence is YDKFLANVSTVLTGW. The MHC is DRB1_0405 with pseudo-sequence DRB1_0405. The binding affinity (normalized) is 0.571.